Dataset: Full USPTO retrosynthesis dataset with 1.9M reactions from patents (1976-2016). Task: Predict the reactants needed to synthesize the given product. (1) Given the product [C:8]1(=[C:14]([C:30]2[CH:35]=[CH:34][C:33]([OH:36])=[C:32]([F:37])[CH:31]=2)[C:15]2[CH:16]=[CH:17][C:18](/[CH:21]=[CH:22]/[C:23]([OH:25])=[O:24])=[CH:19][CH:20]=2)[CH2:13][CH2:12][CH2:11][CH2:10][CH2:9]1, predict the reactants needed to synthesize it. The reactants are: FC(F)(F)C(O)=O.[C:8]1(=[C:14]([C:30]2[CH:35]=[CH:34][C:33]([OH:36])=[C:32]([F:37])[CH:31]=2)[C:15]2[CH:20]=[CH:19][C:18](/[CH:21]=[CH:22]/[C:23]([O:25]C(C)(C)C)=[O:24])=[CH:17][CH:16]=2)[CH2:13][CH2:12][CH2:11][CH2:10][CH2:9]1. (2) Given the product [Cl:1][C:2]1[CH:7]=[C:6]([O:8][CH3:9])[CH:5]=[CH:4][C:3]=1[C:14]1[C:22]2[C:17](=[CH:18][C:19]([S:23]([NH:26][C:27]3[S:31][N:30]=[CH:29][N:28]=3)(=[O:24])=[O:25])=[CH:20][CH:21]=2)[N:16]([CH3:43])[CH:15]=1, predict the reactants needed to synthesize it. The reactants are: [Cl:1][C:2]1[CH:7]=[C:6]([O:8][CH3:9])[CH:5]=[CH:4][C:3]=1B(O)O.Br[C:14]1[C:22]2[C:17](=[CH:18][C:19]([S:23]([N:26](CC3C=CC(OC)=CC=3OC)[C:27]3[S:31][N:30]=[CH:29][N:28]=3)(=[O:25])=[O:24])=[CH:20][CH:21]=2)[N:16]([CH3:43])[CH:15]=1.